Dataset: Forward reaction prediction with 1.9M reactions from USPTO patents (1976-2016). Task: Predict the product of the given reaction. (1) Given the reactants [Br:1][C:2]1[CH:7]=[CH:6][C:5]([S:8][C:9](Cl)(Cl)Cl)=[CH:4][CH:3]=1.Br[C:14]1[CH:19]=[CH:18][CH:17]=C[N:15]=1, predict the reaction product. The product is: [Br:1][C:2]1[CH:7]=[CH:6][C:5]([S:8][C:9]2[CH:17]=[CH:18][CH:19]=[CH:14][N:15]=2)=[CH:4][CH:3]=1. (2) The product is: [Cl:1][C:2]1[CH:7]=[CH:6][CH:5]=[CH:4][C:3]=1[C:8]1[O:12][C:11]([C:34]2[CH:35]=[CH:36][C:31]([NH:30][C:27](=[O:29])[CH3:28])=[CH:32][CH:33]=2)=[N:10][C:9]=1[C:14]1[N:18]([CH2:19][O:20][CH2:21][CH2:22][Si:23]([CH3:26])([CH3:25])[CH3:24])[CH:17]=[N:16][N:15]=1. Given the reactants [Cl:1][C:2]1[CH:7]=[CH:6][CH:5]=[CH:4][C:3]=1[C:8]1[O:12][C:11](I)=[N:10][C:9]=1[C:14]1[N:18]([CH2:19][O:20][CH2:21][CH2:22][Si:23]([CH3:26])([CH3:25])[CH3:24])[CH:17]=[N:16][N:15]=1.[C:27]([NH:30][C:31]1[CH:36]=[CH:35][C:34](B(O)O)=[CH:33][CH:32]=1)(=[O:29])[CH3:28].C(=O)([O-])[O-].[Cs+].[Cs+], predict the reaction product. (3) Given the reactants [C:1]([C:5]1[CH:6]=[C:7]([CH:10]=[C:11]([C:14]([CH3:17])([CH3:16])[CH3:15])[C:12]=1[OH:13])[CH:8]=[O:9])([CH3:4])([CH3:3])[CH3:2].C(N(CC)C(C)C)(C)C.Cl[CH2:28][O:29][CH2:30]OCOCCl.OC1C=CC=CC=1C=O, predict the reaction product. The product is: [CH3:28][O:29][CH2:30][O:13][C:12]1[C:5]([C:1]([CH3:4])([CH3:3])[CH3:2])=[CH:6][C:7]([CH:8]=[O:9])=[CH:10][C:11]=1[C:14]([CH3:17])([CH3:16])[CH3:15]. (4) Given the reactants [Cl:1][C:2]1[C:3]([C:9]#[N:10])=[N:4][CH:5]=[C:6](Cl)[CH:7]=1.[CH3:11][C:12]1(C)[C:16](C)(C)OB(C(C)=C)O1.C(=O)([O-])[O-].[Na+].[Na+], predict the reaction product. The product is: [Cl:1][C:2]1[C:3]([C:9]#[N:10])=[N:4][CH:5]=[C:6]([C:12]([CH3:16])=[CH2:11])[CH:7]=1. (5) Given the reactants [OH:1][CH2:2][CH2:3][NH:4][C:5](=[O:9])[C:6]([NH2:8])=[O:7].Cl.N[C@H]1[CH2:16][O:15][CH2:14][C@@H]1O, predict the reaction product. The product is: [OH:1][C@H:2]1[CH2:16][O:15][CH2:14][C@@H:3]1[NH:4][C:5](=[O:9])[C:6]([NH2:8])=[O:7]. (6) Given the reactants Br[C:2]1[C:10]2[C:5](=[CH:6][N:7]=[CH:8][C:9]=2[F:11])[S:4][CH:3]=1.[B:12]1([B:12]2[O:16][C:15]([CH3:18])([CH3:17])[C:14]([CH3:20])([CH3:19])[O:13]2)[O:16][C:15]([CH3:18])([CH3:17])[C:14]([CH3:20])([CH3:19])[O:13]1.C([O-])(=O)C.[K+], predict the reaction product. The product is: [F:11][C:9]1[CH:8]=[N:7][CH:6]=[C:5]2[S:4][CH:3]=[C:2]([B:12]3[O:16][C:15]([CH3:18])([CH3:17])[C:14]([CH3:20])([CH3:19])[O:13]3)[C:10]=12.